This data is from hERG potassium channel inhibition data for cardiac toxicity prediction from Karim et al.. The task is: Regression/Classification. Given a drug SMILES string, predict its toxicity properties. Task type varies by dataset: regression for continuous values (e.g., LD50, hERG inhibition percentage) or binary classification for toxic/non-toxic outcomes (e.g., AMES mutagenicity, cardiotoxicity, hepatotoxicity). Dataset: herg_karim. (1) The drug is COCc1cnc2n1C[C@H](c1cccc(F)c1F)CC[C@H]2NC(=O)N1CCC2(CC1)OC(=O)Nc1ncccc12. The result is 1 (blocker). (2) The drug is CC(C)Oc1ccc(F)cc1-c1ccc(N2CC(CNC(=O)c3ccc(-c4nc5cc(C#N)cc(C(C)C)c5o4)cc3)OC2=O)nc1. The result is 0 (non-blocker). (3) The molecule is COc1cccc(C(C)N2C3CCC2CC(Oc2cccc(C(N)=O)c2)C3)c1. The result is 1 (blocker). (4) The compound is COc1cnc2ccc(F)c([C@H](O)[C@H](O)[C@@H]3CC[C@@H](NCc4cc5c(nn4)OCCS5)CO3)c2n1. The result is 0 (non-blocker). (5) The drug is COc1cc(-c2cn(C3C[C@@H](C(C)(C)C)CCN(CC45CC6CC(CC(C6)C4)C5)C3=O)nn2)ccc1-n1cnc(C)c1. The result is 1 (blocker). (6) The compound is COc1c(C(C)(C)C)cc(CN2CCN(CCCCCC(c3ccc(F)cc3)c3ccc(F)cc3)CC2)cc1C(C)(C)C. The result is 1 (blocker).